This data is from hERG Central: cardiac toxicity at 1µM, 10µM, and general inhibition. The task is: Predict hERG channel inhibition at various concentrations. The compound is CC1CN(CC(=O)Nc2cccc(C(=O)Nc3cccc(C(F)(F)F)c3)c2)CC(C)O1. Results: hERG_inhib (hERG inhibition (general)): blocker.